Dataset: Reaction yield outcomes from USPTO patents with 853,638 reactions. Task: Predict the reaction yield, written as a fraction of the theoretical maximum amount of product (1.0 means a 100% yield; for example, 0.34 means a 34% yield). (1) The reactants are [CH:1]([CH:4]1[C:9]([O:10][CH3:11])=[N:8][CH:7]([CH2:12][CH2:13]C(F)(F)F)[C:6]([O:18][CH3:19])=[N:5]1)([CH3:3])[CH3:2].BrCC[O:23][CH2:24][C:25]([F:28])([F:27])[F:26]. No catalyst specified. The product is [CH:1]([CH:4]1[C:9]([O:10][CH3:11])=[N:8][CH:7]([CH2:12][CH2:13][O:23][CH2:24][C:25]([F:28])([F:27])[F:26])[C:6]([O:18][CH3:19])=[N:5]1)([CH3:2])[CH3:3]. The yield is 0.650. (2) The reactants are [N+:1]([C:4]1[CH:8]=[C:7]([C:9](O)=[O:10])[NH:6][N:5]=1)([O-:3])=[O:2]. The product is [N+:1]([C:4]1[CH:8]=[C:7]([CH2:9][OH:10])[NH:6][N:5]=1)([O-:3])=[O:2]. The yield is 0.940. The catalyst is C1COCC1. (3) The catalyst is C1COCC1. The reactants are [N:1]1[CH:6]=[CH:5][N:4]=[CH:3][C:2]=1[C:7]([OH:9])=O.CCN(CC)CC.ClC(OCC)=O.[F:23][C:24]1[CH:30]=[CH:29][C:27]([NH2:28])=[CH:26][C:25]=1[N+:31]([O-:33])=[O:32]. The yield is 0.690. The product is [F:23][C:24]1[CH:30]=[CH:29][C:27]([NH:28][C:7]([C:2]2[CH:3]=[N:4][CH:5]=[CH:6][N:1]=2)=[O:9])=[CH:26][C:25]=1[N+:31]([O-:33])=[O:32].